From a dataset of Catalyst prediction with 721,799 reactions and 888 catalyst types from USPTO. Predict which catalyst facilitates the given reaction. (1) Reactant: [C:1]1([CH2:7][CH2:8][C:9](Cl)=[O:10])[CH:6]=[CH:5][CH:4]=[CH:3][CH:2]=1.C(N(CC)CC)C.[NH:19]1[CH2:24][CH2:23][CH:22]([CH2:25][N:26]2[C:34]3[C:29](=[N:30][C:31]([C:35]4[CH:36]=[N:37][N:38]([CH:40]5[CH2:45][CH2:44][CH2:43][CH2:42][O:41]5)[CH:39]=4)=[CH:32][CH:33]=3)[CH:28]=[CH:27]2)[CH2:21][CH2:20]1.CO.ClCCl. Product: [C:1]1([CH2:7][CH2:8][C:9]([N:19]2[CH2:20][CH2:21][CH:22]([CH2:25][N:26]3[C:34]4[C:29](=[N:30][C:31]([C:35]5[CH:36]=[N:37][N:38]([CH:40]6[CH2:45][CH2:44][CH2:43][CH2:42][O:41]6)[CH:39]=5)=[CH:32][CH:33]=4)[CH:28]=[CH:27]3)[CH2:23][CH2:24]2)=[O:10])[CH:6]=[CH:5][CH:4]=[CH:3][CH:2]=1. The catalyst class is: 46. (2) Reactant: [CH:1]1([C:7]2[N:12]([OH:13])[C:11](=O)[CH:10]=[C:9]([CH3:15])[CH:8]=2)[CH2:6][CH2:5][CH2:4][CH2:3][CH2:2]1.P12(SP3(SP(SP(S3)(S1)=S)(=S)S2)=S)=[S:17]. Product: [CH:1]1([C:7]2[N:12]([OH:13])[C:11](=[S:17])[CH:10]=[C:9]([CH3:15])[CH:8]=2)[CH2:6][CH2:5][CH2:4][CH2:3][CH2:2]1. The catalyst class is: 133. (3) Reactant: [CH3:1][S:2]([CH2:5][C:6]1[N:11]=[CH:10][C:9]([NH2:12])=[CH:8][CH:7]=1)(=[O:4])=[O:3].[C:13](Cl)(=[O:21])[O:14][C:15]1[CH:20]=[CH:19][CH:18]=[CH:17][CH:16]=1.N1C=CC=CC=1. Product: [CH3:1][S:2]([CH2:5][C:6]1[N:11]=[CH:10][C:9]([NH:12][C:13](=[O:21])[O:14][C:15]2[CH:20]=[CH:19][CH:18]=[CH:17][CH:16]=2)=[CH:8][CH:7]=1)(=[O:4])=[O:3]. The catalyst class is: 21. (4) Reactant: [NH2:1][C:2](=[O:37])[C@@H:3]([NH:20][C:21]([C:23]1([NH:29][C:30](=[O:36])[O:31][C:32]([CH3:35])([CH3:34])[CH3:33])[CH2:28][CH2:27][O:26][CH2:25][CH2:24]1)=[O:22])[CH2:4][C:5]1[CH:10]=[CH:9][C:8](B2OC(C)(C)C(C)(C)O2)=[CH:7][CH:6]=1.Br[C:39]1[CH:44]=[CH:43][C:42]([S:45]([N:48]2[CH2:53][CH2:52][O:51][CH2:50][CH2:49]2)(=[O:47])=[O:46])=[CH:41][CH:40]=1.C(=O)([O-])[O-].[Na+].[Na+]. Product: [NH2:1][C:2](=[O:37])[C@@H:3]([NH:20][C:21]([C:23]1([NH:29][C:30](=[O:36])[O:31][C:32]([CH3:33])([CH3:35])[CH3:34])[CH2:24][CH2:25][O:26][CH2:27][CH2:28]1)=[O:22])[CH2:4][C:5]1[CH:10]=[CH:9][C:8]([C:39]2[CH:44]=[CH:43][C:42]([S:45]([N:48]3[CH2:53][CH2:52][O:51][CH2:50][CH2:49]3)(=[O:47])=[O:46])=[CH:41][CH:40]=2)=[CH:7][CH:6]=1. The catalyst class is: 10. (5) Reactant: [NH2:1][C:2]1[CH:7]=[C:6]([O:8][C:9]2[CH:14]=[CH:13][C:12]([Cl:15])=[C:11]([Cl:16])[CH:10]=2)[N:5]=[C:4]([C:17]([OH:19])=[O:18])[C:3]=1[Cl:20].[F:21][B-](F)(F)F.F[B-](F)(F)F.ClC[N+]12CC[N+](F)(CC1)CC2. Product: [NH2:1][C:2]1[C:7]([F:21])=[C:6]([O:8][C:9]2[CH:14]=[CH:13][C:12]([Cl:15])=[C:11]([Cl:16])[CH:10]=2)[N:5]=[C:4]([C:17]([OH:19])=[O:18])[C:3]=1[Cl:20]. The catalyst class is: 10. (6) Reactant: ClC1C(Cl)=CC=CC=1C([N:11]1[CH2:20][CH2:19][C:18]2[C:17]([N:21]3[CH:25]=[CH:24][CH:23]=[N:22]3)=[N:16][CH:15]=[N:14][C:13]=2[CH2:12]1)=O.C(O)(C(F)(F)F)=O. Product: [N:21]1([C:17]2[C:18]3[CH2:19][CH2:20][NH:11][CH2:12][C:13]=3[N:14]=[CH:15][N:16]=2)[CH:25]=[CH:24][CH:23]=[N:22]1. The catalyst class is: 2. (7) Reactant: [C:1]1([CH:7]([CH:10]2[CH2:15][CH2:14][NH:13][CH2:12][CH2:11]2)[CH2:8][OH:9])[CH:6]=[CH:5][CH:4]=[CH:3][CH:2]=1.C1(P(C2C=CC=CC=2)C2C=CC=CC=2)C=CC=CC=1.[F:35][C:36]1[CH:41]=[CH:40][C:39](O)=[CH:38][CH:37]=1.CCOC(/N=N/C(OCC)=O)=O.Cl. Product: [F:35][C:36]1[CH:41]=[CH:40][C:39]([O:9][CH2:8][CH:7]([CH:10]2[CH2:15][CH2:14][NH:13][CH2:12][CH2:11]2)[C:1]2[CH:2]=[CH:3][CH:4]=[CH:5][CH:6]=2)=[CH:38][CH:37]=1. The catalyst class is: 278.